This data is from Full USPTO retrosynthesis dataset with 1.9M reactions from patents (1976-2016). The task is: Predict the reactants needed to synthesize the given product. (1) Given the product [F:1][C:2]1[CH:7]=[CH:6][C:5]([N:8]2[C:12]([C:13]3[CH:18]=[CH:17][CH:16]=[C:15]([CH2:19][O:20][CH2:21][C:22]([F:24])([F:23])[F:25])[CH:14]=3)=[CH:11][C:10]([NH:26][C:33]([C@H:30]3[CH2:29][C:28](=[O:27])[NH:32][CH2:31]3)=[O:34])=[N:9]2)=[CH:4][CH:3]=1, predict the reactants needed to synthesize it. The reactants are: [F:1][C:2]1[CH:7]=[CH:6][C:5]([N:8]2[C:12]([C:13]3[CH:18]=[CH:17][CH:16]=[C:15]([CH2:19][O:20][CH2:21][C:22]([F:25])([F:24])[F:23])[CH:14]=3)=[CH:11][C:10]([NH2:26])=[N:9]2)=[CH:4][CH:3]=1.[O:27]=[C:28]1[NH:32][CH2:31][C@@H:30]([C:33](O)=[O:34])[CH2:29]1.CCN=C=NCCCN(C)C.Cl.O. (2) Given the product [CH2:21]([O:24][CH2:25][CH2:26][CH2:27][C@H:28]([NH:32][C:33]([O:35][C:36]([CH3:39])([CH3:38])[CH3:37])=[O:34])[C:29]([N:16]1[CH2:17][C@H:18]([OH:20])[CH2:19][C@H:15]1[C:13]([NH:12][C@:7]1([C:5]([O:4][CH2:2][CH3:3])=[O:6])[CH2:9][C@H:8]1[CH:10]=[CH2:11])=[O:14])=[O:30])[CH:22]=[CH2:23], predict the reactants needed to synthesize it. The reactants are: Cl.[CH2:2]([O:4][C:5]([C@@:7]1([NH:12][C:13]([C@@H:15]2[CH2:19][C@@H:18]([OH:20])[CH2:17][NH:16]2)=[O:14])[CH2:9][C@H:8]1[CH:10]=[CH2:11])=[O:6])[CH3:3].[CH2:21]([O:24][CH2:25][CH2:26][CH2:27][C@H:28]([NH:32][C:33]([O:35][C:36]([CH3:39])([CH3:38])[CH3:37])=[O:34])[C:29](O)=[O:30])[CH:22]=[CH2:23].C(N(C(C)C)CC)(C)C.C(OCC)(=O)C. (3) Given the product [CH2:1]([O:3][C:4]([C:6]1[C:10]([CH2:11][C:12]2[CH:17]=[CH:16][CH:15]=[CH:14][CH:13]=2)=[CH:9][S:8][C:7]=1[N:18]1[C:22](=[O:23])[C:21]2[C:20](=[CH:28][CH:27]=[CH:26][CH:25]=2)[C:19]1=[O:24])=[O:5])[CH3:2], predict the reactants needed to synthesize it. The reactants are: [CH2:1]([O:3][C:4]([C:6]1[C:10]([CH2:11][C:12]2[CH:17]=[CH:16][CH:15]=[CH:14][CH:13]=2)=[CH:9][S:8][C:7]=1[NH2:18])=[O:5])[CH3:2].[C:19]1(=O)[O:24][C:22](=[O:23])[C:21]2=[CH:25][CH:26]=[CH:27][CH:28]=[C:20]12. (4) Given the product [ClH:19].[CH3:18][C@@H:10]1[CH2:9][NH:8][CH2:13][CH2:12][N:11]1[CH2:14][C:15]([NH2:17])=[O:16], predict the reactants needed to synthesize it. The reactants are: C([N:8]1[CH2:13][CH2:12][N:11]([CH2:14][C:15]([NH2:17])=[O:16])[C@H:10]([CH3:18])[CH2:9]1)(OC(C)(C)C)=O.[ClH:19]. (5) Given the product [CH3:1][O:2][C:3]1[N:12]=[C:11]2[C:6]([CH:7]=[CH:8][C:9](=[O:16])[N:10]2[CH2:13][CH2:14][N:17]2[CH2:18][CH2:19][CH:20]([NH:23][C:24](=[O:30])[O:25][C:26]([CH3:28])([CH3:27])[CH3:29])[CH2:21][CH2:22]2)=[CH:5][CH:4]=1, predict the reactants needed to synthesize it. The reactants are: [CH3:1][O:2][C:3]1[N:12]=[C:11]2[C:6]([CH:7]=[CH:8][C:9](=[O:16])[N:10]2[CH2:13][CH:14]=O)=[CH:5][CH:4]=1.[NH:17]1[CH2:22][CH2:21][CH:20]([NH:23][C:24](=[O:30])[O:25][C:26]([CH3:29])([CH3:28])[CH3:27])[CH2:19][CH2:18]1.C(O)(=O)C.C(O[BH-](OC(=O)C)OC(=O)C)(=O)C.[Na+]. (6) Given the product [Br:8][C:7]1[C:2]2[N:1]=[C:11]([C:12]([CH3:17])([CH3:16])[CH3:13])[S:10][C:3]=2[CH:4]=[C:5]([Cl:9])[CH:6]=1, predict the reactants needed to synthesize it. The reactants are: [NH2:1][C:2]1[C:7]([Br:8])=[CH:6][C:5]([Cl:9])=[CH:4][C:3]=1[SH:10].[CH3:11][C:12]([CH3:17])([CH3:16])[C:13](Cl)=O. (7) Given the product [CH3:16][C:13]1([CH3:15])[C:12]([CH3:17])([CH3:18])[O:11][B:10]([C:33]2[CH:32]=[C:31]([C:30]3[CH:29]=[CH:28][S:27][C:26]=3[C:24]#[N:25])[CH:36]=[CH:35][CH:34]=2)[O:14]1, predict the reactants needed to synthesize it. The reactants are: [B:10]1([B:10]2[O:14][C:13]([CH3:16])([CH3:15])[C:12]([CH3:18])([CH3:17])[O:11]2)[O:14][C:13]([CH3:16])([CH3:15])[C:12]([CH3:18])([CH3:17])[O:11]1.C([O-])(=O)C.[K+].[C:24]([C:26]1[S:27][CH:28]=[CH:29][C:30]=1[C:31]1[CH:32]=[C:33](OS(C(F)(F)F)(=O)=O)[CH:34]=[CH:35][CH:36]=1)#[N:25]. (8) Given the product [C:1]([O:6][CH2:7][O:38][N:36]1[CH:37]=[C:33]([C:31]([NH:30][C@H:23]([CH2:22][C:19]2[CH:20]=[CH:21][C:16]([C:14]3[CH:15]=[C:10]([Cl:9])[CH:11]=[CH:12][C:13]=3[F:39])=[CH:17][CH:18]=2)[CH2:24][C@@H:25]([OH:29])[C:26]([OH:28])=[O:27])=[O:32])[N:34]=[N:35]1)(=[O:5])[CH2:2][CH2:3][CH3:4], predict the reactants needed to synthesize it. The reactants are: [C:1]([O:6][CH2:7]Cl)(=[O:5])[CH2:2][CH2:3][CH3:4].[Cl:9][C:10]1[CH:11]=[CH:12][C:13]([F:39])=[C:14]([C:16]2[CH:21]=[CH:20][C:19]([CH2:22][C@@H:23]([NH:30][C:31]([C:33]3[N:34]=[N:35][N:36]([OH:38])[CH:37]=3)=[O:32])[CH2:24][C@@H:25]([OH:29])[C:26]([OH:28])=[O:27])=[CH:18][CH:17]=2)[CH:15]=1.CC(C)=O.CCN(CC)CC.